From a dataset of Full USPTO retrosynthesis dataset with 1.9M reactions from patents (1976-2016). Predict the reactants needed to synthesize the given product. (1) The reactants are: C(O[CH:4]([O:8]CC)[CH2:5][CH:6]=[CH2:7])C.N1[CH:15]=[CH:14][CH:13]=[CH:12]1.[C:16](O)([C:18](F)(F)F)=O. Given the product [CH2:14]([C:15]1[CH:7]=[CH:6][C:5]([CH:4]=[O:8])=[CH:18][CH:16]=1)[CH:13]=[CH2:12], predict the reactants needed to synthesize it. (2) Given the product [NH2:18][C:14]1[C:13]([C:9]2[N:10]([CH2:11][CH3:12])[C:3]3[C:2]([NH:65][C:66]4[CH:71]=[CH:70][CH:69]=[CH:68][CH:67]=4)=[CH:7][N:6]=[CH:5][C:4]=3[N:8]=2)=[N:17][O:16][N:15]=1, predict the reactants needed to synthesize it. The reactants are: Br[C:2]1[C:3]2[N:10]([CH2:11][CH3:12])[C:9]([C:13]3[C:14]([NH2:18])=[N:15][O:16][N:17]=3)=[N:8][C:4]=2[CH:5]=[N:6][CH:7]=1.C1(P(C2C=CC=CC=2)C2C=CC3C(=CC=CC=3)C=2C2C3C(=CC=CC=3)C=CC=2P(C2C=CC=CC=2)C2C=CC=CC=2)C=CC=CC=1.[NH2:65][C:66]1[CH:71]=[CH:70][CH:69]=[CH:68][CH:67]=1.CC(C)([O-])C.[Na+]. (3) Given the product [Cl:1][C:2]1[S:6][C:5]2[C:7]3([CH2:12][CH2:11][N:10]([CH2:13][C:14]4[C:15]([CH3:19])=[N:16][N:17]([C:32]5[CH:37]=[CH:36][CH:35]=[CH:34][C:33]=5[CH3:38])[CH:18]=4)[CH2:9][CH2:8]3)[O:20][CH2:21][C:22]([F:23])([F:24])[C:4]=2[CH:3]=1, predict the reactants needed to synthesize it. The reactants are: [Cl:1][C:2]1[S:6][C:5]2[C:7]3([O:20][CH2:21][C:22]([F:24])([F:23])[C:4]=2[CH:3]=1)[CH2:12][CH2:11][N:10]([CH2:13][C:14]1[C:15]([CH3:19])=[N:16][NH:17][CH:18]=1)[CH2:9][CH2:8]3.C(=O)([O-])[O-].[K+].[K+].I[C:32]1[CH:37]=[CH:36][CH:35]=[CH:34][C:33]=1[CH3:38].CN[C@@H]1CCCC[C@H]1NC. (4) Given the product [Br:1][C@H:8]([CH2:12][C:13]1[CH:18]=[CH:17][CH:16]=[CH:15][CH:14]=1)[C:9]([OH:11])=[O:10], predict the reactants needed to synthesize it. The reactants are: [Br-:1].[Li+].CS(O[C@@H:8]([CH2:12][C:13]1[CH:18]=[CH:17][CH:16]=[CH:15][CH:14]=1)[C:9]([OH:11])=[O:10])(=O)=O.C(OC(C)C)(C)C.